From a dataset of Forward reaction prediction with 1.9M reactions from USPTO patents (1976-2016). Predict the product of the given reaction. (1) Given the reactants [CH:1]1([CH:6]=[CH:7][C:8]2[CH:17]=[CH:16][C:11]([C:12]([O:14]C)=[O:13])=[C:10]([F:18])[CH:9]=2)[CH2:5][CH2:4][CH2:3][CH2:2]1.[Li+].[OH-], predict the reaction product. The product is: [CH:1]1([CH:6]=[CH:7][C:8]2[CH:17]=[CH:16][C:11]([C:12]([OH:14])=[O:13])=[C:10]([F:18])[CH:9]=2)[CH2:5][CH2:4][CH2:3][CH2:2]1. (2) Given the reactants [NH2:1][C@H:2]([C:25]1[CH:30]=[CH:29][CH:28]=[CH:27][CH:26]=1)[CH2:3][CH2:4][N:5]1[CH2:24][CH2:23][C:8]2([NH:12][C:11](=[O:13])[N:10]([CH2:14][C:15]3[CH:20]=[CH:19][C:18]([Br:21])=[CH:17][CH:16]=3)[C:9]2=[O:22])[CH2:7][CH2:6]1.C(N(CC)CC)C.[Cl:38][C:39]([O:41][CH3:42])=[O:40], predict the reaction product. The product is: [ClH:38].[CH3:42][O:41][C:39](=[O:40])[NH:1][C@H:2]([C:25]1[CH:26]=[CH:27][CH:28]=[CH:29][CH:30]=1)[CH2:3][CH2:4][N:5]1[CH2:6][CH2:7][C:8]2([NH:12][C:11](=[O:13])[N:10]([CH2:14][C:15]3[CH:20]=[CH:19][C:18]([Br:21])=[CH:17][CH:16]=3)[C:9]2=[O:22])[CH2:23][CH2:24]1. (3) Given the reactants [CH:1]1([CH2:6][C:7](Cl)=O)[CH2:5][CH2:4][CH2:3][CH2:2]1.[NH2:10][C:11]1[CH:16]=[C:15]([S:17]([CH:20]([CH3:22])[CH3:21])(=[O:19])=[O:18])[CH:14]=[CH:13][C:12]=1[NH:23][CH2:24][CH:25]1[CH2:27][CH2:26]1, predict the reaction product. The product is: [CH:1]1([CH2:6][C:7]2[N:23]([CH2:24][CH:25]3[CH2:27][CH2:26]3)[C:12]3[CH:13]=[CH:14][C:15]([S:17]([CH:20]([CH3:22])[CH3:21])(=[O:19])=[O:18])=[CH:16][C:11]=3[N:10]=2)[CH2:5][CH2:4][CH2:3][CH2:2]1. (4) The product is: [C:1]([O:4][C:5]1[CH:10]=[CH:9][C:8]([CH2:11][Br:16])=[C:7]([C:12]([F:13])([F:14])[F:15])[CH:6]=1)(=[O:3])[CH3:2]. Given the reactants [C:1]([O:4][C:5]1[CH:10]=[CH:9][C:8]([CH3:11])=[C:7]([C:12]([F:15])([F:14])[F:13])[CH:6]=1)(=[O:3])[CH3:2].[Br:16]N1C(=O)CCC1=O.O, predict the reaction product. (5) Given the reactants [I-].[Na+].Br[CH2:4][CH2:5][CH2:6][CH:7]=[CH2:8].[P:9]([O:16]CC)([O:13][CH2:14][CH3:15])[O:10][CH2:11][CH3:12].ICCCC=C, predict the reaction product. The product is: [CH2:11]([O:10][P:9]([CH2:4][CH2:5][CH2:6][CH:7]=[CH2:8])(=[O:16])[O:13][CH2:14][CH3:15])[CH3:12]. (6) Given the reactants C[O-].[Na+].[CH3:4][C:5]([CH3:8])([O-])[CH3:6].[K+].[CH2:10]([Li])[CH2:11][CH2:12]C.Cl.[S:16](=O)(=[O:19])([OH:18])[OH:17], predict the reaction product. The product is: [C:5]1([CH3:8])[CH:6]=[CH:12][C:11]([S:16]([OH:19])(=[O:18])=[O:17])=[CH:10][CH:4]=1. (7) Given the reactants [NH2:1][C:2]1[C:11]2=[N:12][N:13]([CH2:20][CH2:21][O:22][CH3:23])[C:14]([CH2:15][C:16]([CH3:19])([OH:18])[CH3:17])=[C:10]2[C:9]2[CH:8]=[CH:7][CH:6]=[CH:5][C:4]=2[N:3]=1, predict the reaction product. The product is: [NH2:1][C:2]1[C:11]2=[N:12][N:13]([CH2:20][CH2:21][O:22][CH3:23])[C:14]([CH2:15][C:16]([CH3:19])([OH:18])[CH3:17])=[C:10]2[C:9]2[CH2:8][CH2:7][CH2:6][CH2:5][C:4]=2[N:3]=1. (8) Given the reactants [CH3:1][N:2]([CH3:24])[C:3](=[O:23])[C:4]1[CH:9]=[CH:8][C:7]([N:10]2[CH:14]=[CH:13][N:12]=[C:11]2[C:15]2[CH:19]=[CH:18][S:17][CH:16]=2)=[C:6]([N+:20]([O-])=O)[CH:5]=1.C(O)(=O)C.[O-]S([O-])(=S)=O.[Na+].[Na+].N, predict the reaction product. The product is: [NH2:20][C:6]1[CH:5]=[C:4]([CH:9]=[CH:8][C:7]=1[N:10]1[CH:14]=[CH:13][N:12]=[C:11]1[C:15]1[CH:19]=[CH:18][S:17][CH:16]=1)[C:3]([N:2]([CH3:24])[CH3:1])=[O:23].